Dataset: Peptide-MHC class I binding affinity with 185,985 pairs from IEDB/IMGT. Task: Regression. Given a peptide amino acid sequence and an MHC pseudo amino acid sequence, predict their binding affinity value. This is MHC class I binding data. The peptide sequence is AVINTTCNYGQ. The MHC is HLA-A03:01 with pseudo-sequence HLA-A03:01. The binding affinity (normalized) is 0.554.